From a dataset of NCI-60 drug combinations with 297,098 pairs across 59 cell lines. Regression. Given two drug SMILES strings and cell line genomic features, predict the synergy score measuring deviation from expected non-interaction effect. Drug 2: CC1C(C(CC(O1)OC2CC(CC3=C2C(=C4C(=C3O)C(=O)C5=C(C4=O)C(=CC=C5)OC)O)(C(=O)CO)O)N)O.Cl. Synergy scores: CSS=37.9, Synergy_ZIP=1.45, Synergy_Bliss=4.94, Synergy_Loewe=4.60, Synergy_HSA=5.55. Cell line: SNB-75. Drug 1: CC1C(C(=O)NC(C(=O)N2CCCC2C(=O)N(CC(=O)N(C(C(=O)O1)C(C)C)C)C)C(C)C)NC(=O)C3=C4C(=C(C=C3)C)OC5=C(C(=O)C(=C(C5=N4)C(=O)NC6C(OC(=O)C(N(C(=O)CN(C(=O)C7CCCN7C(=O)C(NC6=O)C(C)C)C)C)C(C)C)C)N)C.